From a dataset of Full USPTO retrosynthesis dataset with 1.9M reactions from patents (1976-2016). Predict the reactants needed to synthesize the given product. (1) Given the product [OH:24][CH2:23][CH2:22][C:18]1[CH:19]=[C:20]([CH3:21])[C:11]([CH3:10])=[C:12]([CH:17]=1)[C:13]([O:15][CH3:16])=[O:14], predict the reactants needed to synthesize it. The reactants are: B1C2CCCC1CCC2.[CH3:10][C:11]1[C:20]([CH3:21])=[CH:19][C:18]([CH:22]=[CH2:23])=[CH:17][C:12]=1[C:13]([O:15][CH3:16])=[O:14].[OH:24]O.[OH-].[Na+]. (2) Given the product [CH3:43][O:42][C:31]1[CH:32]=[C:33]([C:36]2[CH:41]=[CH:40][CH:39]=[CH:38][CH:37]=2)[CH:34]=[CH:35][C:30]=1[CH2:29][N:6]1[C:5]2[CH:7]=[C:8]([O:12][CH2:13][C:14]3[CH:23]=[CH:22][CH:21]=[CH:20][C:15]=3[C:16]([O:18][CH3:19])=[O:17])[CH:9]=[C:10]([CH3:11])[C:4]=2[N:3]=[C:2]1[CH3:1], predict the reactants needed to synthesize it. The reactants are: [CH3:1][C:2]1[NH:6][C:5]2[CH:7]=[C:8]([O:12][CH2:13][C:14]3[CH:23]=[CH:22][CH:21]=[CH:20][C:15]=3[C:16]([O:18][CH3:19])=[O:17])[CH:9]=[C:10]([CH3:11])[C:4]=2[N:3]=1.CS(O[CH2:29][C:30]1[CH:35]=[CH:34][C:33]([C:36]2[CH:41]=[CH:40][CH:39]=[CH:38][CH:37]=2)=[CH:32][C:31]=1[O:42][CH3:43])(=O)=O. (3) Given the product [N:33]1[CH:34]=[CH:35][CH:36]=[CH:37][C:32]=1[C:2]1[S:6][C:5]([C:7]([O:9][CH3:10])=[O:8])=[CH:4][CH:3]=1, predict the reactants needed to synthesize it. The reactants are: Br[C:2]1[S:6][C:5]([C:7]([O:9][CH3:10])=[O:8])=[CH:4][CH:3]=1.O1C=CC=C1P(C1OC=CC=1)C1OC=CC=1.C([Sn](CCCC)(CCCC)[C:32]1[CH:37]=[CH:36][CH:35]=[CH:34][N:33]=1)CCC. (4) Given the product [Br:8][C:6]1[CH:7]=[C:2]([N:1]2[CH2:32][CH2:31][O:30][CH2:29][CH2:28]2)[C:3]([NH:10][C:11](=[O:17])[CH2:12][C:13]([CH3:14])([CH3:16])[CH3:15])=[C:4]([CH3:9])[CH:5]=1, predict the reactants needed to synthesize it. The reactants are: [NH2:1][C:2]1[CH:7]=[C:6]([Br:8])[CH:5]=[C:4]([CH3:9])[C:3]=1[NH:10][C:11](=[O:17])[CH2:12][C:13]([CH3:16])([CH3:15])[CH3:14].C(N(CC)C(C)C)(C)C.Br[CH2:28][CH2:29][O:30][CH2:31][CH2:32]Br.C(=O)(O)[O-].[Na+].